This data is from Catalyst prediction with 721,799 reactions and 888 catalyst types from USPTO. The task is: Predict which catalyst facilitates the given reaction. (1) Reactant: [F:1][CH2:2][C:3]([CH2:7][F:8])([OH:6])[C:4]#[CH:5].[C:9]1([S:15](Cl)(=[O:17])=[O:16])[CH:14]=[CH:13][CH:12]=[CH:11][CH:10]=1.[H-].[Na+].CCCCCC.CCOCC. Product: [C:9]1([S:15]([O:6][C:3]([CH2:7][F:8])([C:4]#[CH:5])[CH2:2][F:1])(=[O:17])=[O:16])[CH:14]=[CH:13][CH:12]=[CH:11][CH:10]=1. The catalyst class is: 7. (2) Reactant: Br[C:2]1[CH:7]=[CH:6][CH:5]=[C:4]([Br:8])[C:3]=1[CH3:9].[C:10]1([CH3:22])[CH:15]=[CH:14][CH:13]=[C:12]([N:16]2[CH2:20][CH2:19][NH:18][C:17]2=[O:21])[CH:11]=1.N[C@@H]1CCCC[C@H]1N. Product: [Br:8][C:4]1[C:3]([CH3:9])=[C:2]([N:18]2[CH2:19][CH2:20][N:16]([C:12]3[CH:11]=[C:10]([CH3:22])[CH:15]=[CH:14][CH:13]=3)[C:17]2=[O:21])[CH:7]=[CH:6][CH:5]=1. The catalyst class is: 185.